Dataset: Forward reaction prediction with 1.9M reactions from USPTO patents (1976-2016). Task: Predict the product of the given reaction. (1) The product is: [F:13][C:14]1[C:15]([CH2:24][O:1][CH2:2][C:3]2[O:7][N:6]=[C:5]([C:8]([OH:10])=[O:9])[CH:4]=2)=[CH:16][C:17]2[C:22]([CH:23]=1)=[CH:21][CH:20]=[CH:19][CH:18]=2. Given the reactants [OH:1][CH2:2][C:3]1[O:7][N:6]=[C:5]([C:8]([O:10]CC)=[O:9])[CH:4]=1.[F:13][C:14]1[C:15]([CH2:24]Br)=[CH:16][C:17]2[C:22]([CH:23]=1)=[CH:21][CH:20]=[CH:19][CH:18]=2.C1OCCOCCOCCOCCOCCOC1.[H-].[Na+].Cl.[OH-].[K+], predict the reaction product. (2) Given the reactants [OH:1][CH:2]1[CH2:7][CH2:6][CH:5]([C:8]([OH:10])=O)[CH2:4][CH2:3]1.Cl.[CH3:12][NH:13][O:14][CH3:15].Cl.CN(C)CCCN=C=NCC.ON1C2C=CC=CC=2N=N1.C(N(CC)C(C)C)(C)C, predict the reaction product. The product is: [OH:1][CH:2]1[CH2:3][CH2:4][CH:5]([C:8]([N:13]([O:14][CH3:15])[CH3:12])=[O:10])[CH2:6][CH2:7]1. (3) Given the reactants OC1C=C(CNC=C2C3C(=CC=C(I)C=3)C(=O)NC2=O)C=CC=1C1C=CC=CC=1.[C:30]([C:34]1[CH:35]=[C:36]2[C:41](=[CH:42][CH:43]=1)[C:40](=[O:44])[NH:39][C:38](=[O:45])[C:37]2=[CH:46]OC)([CH3:33])([CH3:32])[CH3:31].[NH2:49][CH2:50][C:51]1[CH:52]=[CH:53][C:54]([C:58]2[CH:62]=[CH:61][O:60][CH:59]=2)=[C:55]([OH:57])[CH:56]=1, predict the reaction product. The product is: [C:30]([C:34]1[CH:35]=[C:36]2[C:41](=[CH:42][CH:43]=1)[C:40](=[O:44])[NH:39][C:38](=[O:45])[C:37]2=[CH:46][NH:49][CH2:50][C:51]1[CH:52]=[CH:53][C:54]([C:58]2[CH:62]=[CH:61][O:60][CH:59]=2)=[C:55]([OH:57])[CH:56]=1)([CH3:33])([CH3:32])[CH3:31]. (4) Given the reactants Br[C:2]1[C:3]([N:11]2[CH2:16][CH2:15][N:14]([C:17](=[O:35])[C@H:18]([NH:27][C:28](=[O:34])[O:29][C:30]([CH3:33])([CH3:32])[CH3:31])[CH2:19][C:20]3[CH:25]=[CH:24][C:23]([Cl:26])=[CH:22][CH:21]=3)[CH2:13][CH2:12]2)=[C:4]2[CH:10]=[CH:9][NH:8][C:5]2=[N:6][CH:7]=1.[C:36]1(B(O)O)[CH:41]=[CH:40][CH:39]=[CH:38][CH:37]=1.C([O-])([O-])=O.[K+].[K+], predict the reaction product. The product is: [Cl:26][C:23]1[CH:22]=[CH:21][C:20]([CH2:19][C@@H:18]([NH:27][C:28](=[O:34])[O:29][C:30]([CH3:32])([CH3:31])[CH3:33])[C:17](=[O:35])[N:14]2[CH2:15][CH2:16][N:11]([C:3]3[C:2]([C:36]4[CH:41]=[CH:40][CH:39]=[CH:38][CH:37]=4)=[CH:7][N:6]=[C:5]4[NH:8][CH:9]=[CH:10][C:4]=34)[CH2:12][CH2:13]2)=[CH:25][CH:24]=1. (5) Given the reactants C(OC([N:8]1[CH2:13][CH2:12][N:11]([C:14]2[C:15]3[C:29]([O:30][CH3:31])=[CH:28][N:27]=[CH:26][C:16]=3[N:17]=[C:18]([C:20]3[CH:25]=[CH:24][N:23]=[CH:22][CH:21]=3)[N:19]=2)[CH2:10][CH:9]1[C:32](=[O:40])[NH:33][C:34]1[CH:39]=[CH:38][CH:37]=[CH:36][CH:35]=1)=O)(C)(C)C.C(OC(N1CCN(C2C3C(OC)=CN=CC=3N=C(C3C=CN=CC=3)N=2)CC1C(O)=O)=O)(C)(C)C.ON1C2C=CC=CC=2N=N1.CN1CCOCC1.NC1C=CC=CC=1.Cl.CN(C)CCCN=C=NCC, predict the reaction product. The product is: [C:34]1([NH:33][C:32]([CH:9]2[CH2:10][N:11]([C:14]3[C:15]4[C:29]([O:30][CH3:31])=[CH:28][N:27]=[CH:26][C:16]=4[N:17]=[C:18]([C:20]4[CH:25]=[CH:24][N:23]=[CH:22][CH:21]=4)[N:19]=3)[CH2:12][CH2:13][NH:8]2)=[O:40])[CH:39]=[CH:38][CH:37]=[CH:36][CH:35]=1. (6) Given the reactants C1C=CC2N(O)N=[N:7]C=2C=1.CCN=C=NCCCN(C)C.Cl.Cl.CCN(C(C)C)C(C)C.C[O:34][C:35](=O)[CH2:36][C:37]1[CH:76]=[CH:75][CH:74]=[CH:73][C:38]=1[CH2:39][CH2:40][C:41]1[C:46]([C:47]([F:50])([F:49])[F:48])=[CH:45][N:44]=[C:43]([NH:51][C:52]2[CH:72]=[CH:71][C:55]([C:56]([N:58]3[CH2:63][CH2:62][N:61]([C:64]([O:66][C:67]([CH3:70])([CH3:69])[CH3:68])=[O:65])[CH2:60][CH2:59]3)=[O:57])=[CH:54][CH:53]=2)[N:42]=1.C(=O)([O-])[O-].[NH4+].[NH4+], predict the reaction product. The product is: [NH2:7][C:35](=[O:34])[CH2:36][C:37]1[CH:76]=[CH:75][CH:74]=[CH:73][C:38]=1[CH2:39][CH2:40][C:41]1[C:46]([C:47]([F:50])([F:48])[F:49])=[CH:45][N:44]=[C:43]([NH:51][C:52]2[CH:72]=[CH:71][C:55]([C:56]([N:58]3[CH2:59][CH2:60][N:61]([C:64]([O:66][C:67]([CH3:68])([CH3:69])[CH3:70])=[O:65])[CH2:62][CH2:63]3)=[O:57])=[CH:54][CH:53]=2)[N:42]=1. (7) Given the reactants Cl[C:2]1[N:3]=[CH:4][C:5]2[NH:11][C:10](=[O:12])[C:9]([F:14])([F:13])[CH2:8][N:7]([CH:15]3[CH2:19][CH2:18][CH2:17][CH2:16]3)[C:6]=2[N:20]=1.[NH2:21][C:22]1[CH:36]=[CH:35][C:25]([C:26]([NH:28][CH:29]2[CH2:34][CH2:33][O:32][CH2:31][CH2:30]2)=[O:27])=[CH:24][CH:23]=1.O.C1(C)C=CC(S(O)(=O)=O)=CC=1, predict the reaction product. The product is: [CH:15]1([N:7]2[CH2:8][C:9]([F:14])([F:13])[C:10](=[O:12])[NH:11][C:5]3[CH:4]=[N:3][C:2]([NH:21][C:22]4[CH:23]=[CH:24][C:25]([C:26]([NH:28][CH:29]5[CH2:34][CH2:33][O:32][CH2:31][CH2:30]5)=[O:27])=[CH:35][CH:36]=4)=[N:20][C:6]2=3)[CH2:19][CH2:18][CH2:17][CH2:16]1.